From a dataset of Experimentally validated miRNA-target interactions with 360,000+ pairs, plus equal number of negative samples. Binary Classification. Given a miRNA mature sequence and a target amino acid sequence, predict their likelihood of interaction. (1) The miRNA is hsa-miR-4692 with sequence UCAGGCAGUGUGGGUAUCAGAU. The protein sequence of the target gene is MFDKTRLPYVALDVLCVLLAGLPFAILTSRHTPFQRGVFCNDESIKYPYKEDTIPYALLGGIIIPFSIIVIILGETLSVYCNLLHSNSFIRNNYIATIYKAIGTFLFGAAASQSLTDIAKYSIGRLRPHFLDVCDPDWSKINCSDGYIEYYICRGNAERVKEGRLSFYSGHSSFSMYCMLFVALYLQARMKGDWARLLRPTLQFGLVAVSIYVGLSRVSDYKHHWSDVLTGLIQGALVAILVAVYVSDFFKERTSFKERKEEDSHTTLHETPTTGNHYPSNHQP. Result: 0 (no interaction). (2) The miRNA is mmu-miR-669c-5p with sequence AUAGUUGUGUGUGGAUGUGUGU. The protein sequence of the target gene is MSRIEKMSILGVRSFGIEDKDKQIITFFSPLTILVGPNGAGKTTIIECLKYICTGDFPPGTKGNTFVHDPKVAQETDVRAQIRLQFRDVNGELIAVQRSMVCTQKSKKTEFKTLEGVITRTKHGEKVSLSSKCAEIDREMISSLGVSKAVLNNVIFCHQEDSNWPLSEGKALKQKFDEIFSATRYIKALETLRQVRQTQGQKVKEYQMELKYLKQYKEKACEIRDQITSKEAQLTSSKEIVKSYENELDPLKNRLKEIEHNLSKIMKLDNEIKALDSRKKQMEKDNSELEEKMEKVFQGT.... Result: 0 (no interaction). (3) The miRNA is mmu-miR-7231-3p with sequence CUUGCUUCUUUGUUUCCCCAGAA. The protein sequence of the target gene is MAPGWAGVGAAVRARLALALALASVLSGPPAVACPTKCTCSAASVDCHGLGLRAVPRGIPRNAERLDLDRNNITRITKMDFAGLKNLRVLHLEDNQVSVIERGAFQDLKQLERLRLNKNKLQVLPELLFQSTPKLTRLDLSENQIQGIPRKAFRGITDVKNLQLDNNHISCIEDGAFRALRDLEILTLNNNNISRILVTSFNHMPKIRTLRLHSNHLYCDCHLAWLSDWLRQRRTVGQFTLCMAPVHLRGFNVADVQKKEYVCPAPHSEPPSCNANSISCPSPCTCSNNIVDCRGKGLME.... Result: 0 (no interaction). (4) The miRNA is hsa-miR-6758-3p with sequence ACUCAUUCUCCUCUGUCCAG. The protein sequence of the target gene is MDTLDRVVKPKTKRAKRFLEKREPKLNENIKNAMLIKGGNANATVTKVLKDVYALKKPYGVLYKKKNITRPFEDQTSLEFFSKKSDCSLFMFGSHNKKRPNNLVIGRMYDYHVLDMIELGIENFVSLKDIKNSKCPEGTKPMLIFAGDDFDVTEDYRRLKSLLIDFFRGPTVSNIRLAGLEYVLHFTALNGKIYFRSYKLLLKKSGCRTPRIELEEMGPSLDLVLRRTHLASDDLYKLSMKMPKALKPKKKKNISHDTFGTTYGRIHMQKQDLSKLQTRKMKGLKKRPAERITEDHEKKS.... Result: 1 (interaction). (5) The miRNA is mmu-miR-466d-3p with sequence UAUACAUACACGCACACAUAG. The protein sequence of the target gene is MSAIFNFQSLLTVILLLICTCAYIRSLAPSILDRNKTGLLGIFWKCARIGERKSPYVAICCIVMAFSILFIQ. Result: 1 (interaction). (6) The miRNA is hsa-miR-621 with sequence GGCUAGCAACAGCGCUUACCU. The protein sequence of the target gene is MAATEPPSLREQAEMDDADNSEKSVNEENGEVSEDQSQNKHSRHKKKKHKHRSKHKKHKHSSEEDRDKKHKHKHKHKKHKRKEVIEASDKEGLSPAKRTKLDDLALLEDLEKQRALIKAELDNELMEGKVQSGMGLILQGYESGSEEEGEIHEKARNGNRSSTRSSSTRGKLEITDNKNSAKKRSKSRSKERTRHRSDKRKSKGAGEMLREKANRSKSKERRKSKSPSKRSKSQDQARKSKSPPLRRRSQEKVGKARSPAEEKMKSEEKGKIKDRKKSPIVNERSRDRSKKSKSPVDLRD.... Result: 0 (no interaction). (7) The miRNA is hsa-miR-6501-5p with sequence AGUUGCCAGGGCUGCCUUUGGU. The protein sequence of the target gene is MSHRTSSAFRAERSFRSSSSSSSSSSSSASRALPAQDPPMEKALSMFSDDFGSFMLPHSEPLAFPARPGGQGNIKTLGDAYEFTVDMRDFSPEDIIVTTFNNHIEVRAEKLAADGTVMNTFAHKCQLPEDVDPTSVTSALREDGSLTIRARRHPHTEHVQQTFRTEIKI. Result: 0 (no interaction). (8) The miRNA is hsa-miR-3928-5p with sequence UGAAGCUCUAAGGUUCCGCCUGC. The protein sequence of the target gene is MKPLEKFLKKQTSQLAGRTVAGGPGGGLGSCGGPGGGGGPGGGGGPAGGQRSLQRRQSVSRLLLPAFLREPPAEPGLEPPVPEEGGEPAGVAEEPGSGGPCWLQLEEVPGPGPLGGGGPLRSPSSYSSDELSPGEPLTSPPWAPLGAPERPEHLLNRVLERLAGGATRDSAASDILLDDIVLTHSLFLPTEKFLQELHQYFVRAGGMEGPEGLGRKQACLAMLLHFLDTYQGLLQEEEGAGHIIKDLYLLIMKDESLYQGLREDTLRLHQLVETVELKIPEENQPPSKQVKPLFRHFRRI.... Result: 0 (no interaction).